The task is: Predict the reaction yield, written as a fraction of the theoretical maximum amount of product (1.0 means a 100% yield; for example, 0.34 means a 34% yield).. This data is from Reaction yield outcomes from USPTO patents with 853,638 reactions. The reactants are [CH3:1][NH:2][C:3](=[O:23])[C:4]1[C:9]([C:10]2[CH:15]=[CH:14][CH:13]=[CH:12][C:11]=2[CH3:16])=[CH:8][C:7]([N:17]2[CH2:22][CH2:21][O:20][CH2:19][CH2:18]2)=[N:6][CH:5]=1.C[Si](C)(C)[N-][Si](C)(C)C.[K+].[F:34][C:35]([F:49])([F:48])[C:36]1[CH:37]=[C:38]([CH:41]=[C:42]([C:44]([F:47])([F:46])[F:45])[CH:43]=1)[CH2:39]Br. The catalyst is O1CCCC1. The product is [F:34][C:35]([F:49])([F:48])[C:36]1[CH:37]=[C:38]([CH:41]=[C:42]([C:44]([F:47])([F:46])[F:45])[CH:43]=1)[CH2:39][N:2]([CH3:1])[C:3](=[O:23])[C:4]1[C:9]([C:10]2[CH:15]=[CH:14][CH:13]=[CH:12][C:11]=2[CH3:16])=[CH:8][C:7]([N:17]2[CH2:22][CH2:21][O:20][CH2:19][CH2:18]2)=[N:6][CH:5]=1. The yield is 0.440.